From a dataset of NCI-60 drug combinations with 297,098 pairs across 59 cell lines. Regression. Given two drug SMILES strings and cell line genomic features, predict the synergy score measuring deviation from expected non-interaction effect. (1) Drug 1: C1CC(=O)NC(=O)C1N2C(=O)C3=CC=CC=C3C2=O. Drug 2: CC12CCC3C(C1CCC2OP(=O)(O)O)CCC4=C3C=CC(=C4)OC(=O)N(CCCl)CCCl.[Na+]. Cell line: MALME-3M. Synergy scores: CSS=2.14, Synergy_ZIP=-2.36, Synergy_Bliss=-2.71, Synergy_Loewe=-4.09, Synergy_HSA=-3.12. (2) Synergy scores: CSS=6.58, Synergy_ZIP=-5.95, Synergy_Bliss=1.17, Synergy_Loewe=-11.8, Synergy_HSA=1.21. Cell line: OVCAR-4. Drug 1: CCC(=C(C1=CC=CC=C1)C2=CC=C(C=C2)OCCN(C)C)C3=CC=CC=C3.C(C(=O)O)C(CC(=O)O)(C(=O)O)O. Drug 2: C1CCC(C(C1)N)N.C(=O)(C(=O)[O-])[O-].[Pt+4]. (3) Drug 1: C1=CC(=CC=C1CCCC(=O)O)N(CCCl)CCCl. Drug 2: C1=NC2=C(N=C(N=C2N1C3C(C(C(O3)CO)O)F)Cl)N. Cell line: NCI-H226. Synergy scores: CSS=18.4, Synergy_ZIP=-5.74, Synergy_Bliss=-2.63, Synergy_Loewe=-5.93, Synergy_HSA=-1.53. (4) Drug 1: CC1=C(C=C(C=C1)NC2=NC=CC(=N2)N(C)C3=CC4=NN(C(=C4C=C3)C)C)S(=O)(=O)N.Cl. Drug 2: CN(C)N=NC1=C(NC=N1)C(=O)N. Cell line: SF-539. Synergy scores: CSS=9.50, Synergy_ZIP=-2.11, Synergy_Bliss=-0.477, Synergy_Loewe=0.341, Synergy_HSA=1.84.